From a dataset of Full USPTO retrosynthesis dataset with 1.9M reactions from patents (1976-2016). Predict the reactants needed to synthesize the given product. The reactants are: [Br:1][C:2]1[CH:3]=[CH:4][C:5](F)=[C:6]([CH:9]=1)[CH:7]=[O:8].C(=O)([O-])[O-].[K+].[K+].[CH3:17][O:18][C:19]1[CH:45]=[CH:44][C:22]([CH2:23][O:24][C:25]2[N:30]=[C:29]([C:31]3[CH:36]=[CH:35][CH:34]=[CH:33][C:32]=3[OH:37])[CH:28]=[C:27]([N:38]3[CH2:43][CH2:42][O:41][CH2:40][CH2:39]3)[CH:26]=2)=[CH:21][CH:20]=1.C(OCC)(=O)C. Given the product [Br:1][C:2]1[CH:3]=[CH:4][C:5]([O:37][C:32]2[CH:33]=[CH:34][CH:35]=[CH:36][C:31]=2[C:29]2[CH:28]=[C:27]([N:38]3[CH2:43][CH2:42][O:41][CH2:40][CH2:39]3)[CH:26]=[C:25]([O:24][CH2:23][C:22]3[CH:21]=[CH:20][C:19]([O:18][CH3:17])=[CH:45][CH:44]=3)[N:30]=2)=[C:6]([CH:9]=1)[CH:7]=[O:8], predict the reactants needed to synthesize it.